Dataset: Forward reaction prediction with 1.9M reactions from USPTO patents (1976-2016). Task: Predict the product of the given reaction. (1) Given the reactants [CH3:1][C:2]1[CH:3]=[C:4]([S:16][CH:17]([C:29]2[S:33][C:32]([C:34]3[CH:39]=[CH:38][C:37]([C:40]([F:43])([F:42])[F:41])=[CH:36][CH:35]=3)=[N:31][C:30]=2[CH3:44])[CH2:18][CH2:19][CH2:20][CH2:21][CH2:22][C:23]2[CH:28]=[CH:27][CH:26]=[CH:25][CH:24]=2)[CH:5]=[CH:6][C:7]=1[O:8][Si](C(C)(C)C)(C)C.[F-].C([N+](CCCC)(CCCC)CCCC)CCC, predict the reaction product. The product is: [F:43][C:40]([F:41])([F:42])[C:37]1[CH:38]=[CH:39][C:34]([C:32]2[S:33][C:29]([CH:17]([S:16][C:4]3[CH:5]=[CH:6][C:7]([OH:8])=[C:2]([CH3:1])[CH:3]=3)[CH2:18][CH2:19][CH2:20][CH2:21][CH2:22][C:23]3[CH:28]=[CH:27][CH:26]=[CH:25][CH:24]=3)=[C:30]([CH3:44])[N:31]=2)=[CH:35][CH:36]=1. (2) Given the reactants [C:1]([O:5][C:6]([NH:8][C@H:9]([C:22]([OH:24])=[O:23])[CH2:10][C:11]1[C:19]2[C:14](=[CH:15][CH:16]=[CH:17][CH:18]=2)[N:13]([CH2:20][CH3:21])[CH:12]=1)=[O:7])([CH3:4])([CH3:3])[CH3:2].[C:25](=O)([O-])[O-].[K+].[K+].IC, predict the reaction product. The product is: [C:1]([O:5][C:6]([NH:8][C@H:9]([C:22]([O:24][CH3:25])=[O:23])[CH2:10][C:11]1[C:19]2[C:14](=[CH:15][CH:16]=[CH:17][CH:18]=2)[N:13]([CH2:20][CH3:21])[CH:12]=1)=[O:7])([CH3:2])([CH3:3])[CH3:4].